Dataset: HIV replication inhibition screening data with 41,000+ compounds from the AIDS Antiviral Screen. Task: Binary Classification. Given a drug SMILES string, predict its activity (active/inactive) in a high-throughput screening assay against a specified biological target. The compound is COC(=O)CC1C=CC(C)(OC)OO1. The result is 0 (inactive).